Dataset: Catalyst prediction with 721,799 reactions and 888 catalyst types from USPTO. Task: Predict which catalyst facilitates the given reaction. Reactant: [C:1]1([C:7]2[N:8]=[C:9]([C:12]3[N:13]=[CH:14][N:15]4[C:20](=[O:21])[N:19]([CH2:22][C:23]#[CH:24])[N:18]=[N:17][C:16]=34)[NH:10][CH:11]=2)[CH:6]=[CH:5][CH:4]=[CH:3][CH:2]=1.[H-].[Na+].[CH3:27]I. Product: [CH3:27][N:10]1[CH:11]=[C:7]([C:1]2[CH:2]=[CH:3][CH:4]=[CH:5][CH:6]=2)[N:8]=[C:9]1[C:12]1[N:13]=[CH:14][N:15]2[C:20](=[O:21])[N:19]([CH2:22][C:23]#[CH:24])[N:18]=[N:17][C:16]=12. The catalyst class is: 3.